Task: Predict the product of the given reaction.. Dataset: Forward reaction prediction with 1.9M reactions from USPTO patents (1976-2016) (1) The product is: [C:33]([NH:32][C:28]1[CH:27]=[C:26]([CH:23]2[CH2:24][CH2:25][N:20]([CH2:19][CH2:18][CH2:17][NH:16][C:13]([C:8]3([C:5]4[CH:4]=[CH:3][C:2]([F:1])=[CH:7][CH:6]=4)[CH2:9][CH2:10][CH2:11][CH2:12]3)=[O:15])[CH2:21][CH2:22]2)[CH:31]=[CH:30][CH:29]=1)(=[O:37])[CH2:34][CH2:35][CH3:36]. Given the reactants [F:1][C:2]1[CH:7]=[CH:6][C:5]([C:8]2([C:13]([OH:15])=O)[CH2:12][CH2:11][CH2:10][CH2:9]2)=[CH:4][CH:3]=1.[NH2:16][CH2:17][CH2:18][CH2:19][N:20]1[CH2:25][CH2:24][CH:23]([C:26]2[CH:27]=[C:28]([NH:32][C:33](=[O:37])[CH2:34][CH2:35][CH3:36])[CH:29]=[CH:30][CH:31]=2)[CH2:22][CH2:21]1, predict the reaction product. (2) Given the reactants C(N)CCC.[CH:6]([C:8]1[CH:17]=[CH:16][C:11]([C:12]([O:14][CH3:15])=[O:13])=[CH:10][CH:9]=1)=O.C1C=CC=CC=1.[N+:24]([CH2:27][CH2:28][CH2:29][CH3:30])([O-:26])=[O:25], predict the reaction product. The product is: [N+:24](/[C:27](/[CH2:28][CH2:29][CH3:30])=[CH:6]\[C:8]1[CH:17]=[CH:16][C:11]([C:12]([O:14][CH3:15])=[O:13])=[CH:10][CH:9]=1)([O-:26])=[O:25]. (3) Given the reactants [F:1][C:2]1[C:7]([C:8]([F:11])([F:10])[F:9])=[CH:6][CH:5]=[CH:4][C:3]=1[C:12](=O)[CH3:13].[CH3:15][C:16]([S@:19]([NH2:21])=[O:20])([CH3:18])[CH3:17], predict the reaction product. The product is: [F:1][C:2]1[C:7]([C:8]([F:11])([F:10])[F:9])=[CH:6][CH:5]=[CH:4][C:3]=1[CH:12]([NH:21][S@@:19]([C:16]([CH3:18])([CH3:17])[CH3:15])=[O:20])[CH3:13]. (4) Given the reactants [CH2:1]([C@@H:8]([CH2:12][CH2:13][C@H:14]([CH2:18][C:19]1[CH:24]=[CH:23][CH:22]=[CH:21][CH:20]=1)[C:15]([OH:17])=O)[C:9]([OH:11])=O)[C:2]1[CH:7]=[CH:6][CH:5]=[CH:4][CH:3]=1.Cl.[NH2:26][C@H:27]1[CH2:33][CH2:32][S:31][C@H:30]2[CH2:34][CH2:35][CH2:36][C@@H:37]([C:38]([NH:40][C:41]3[S:42][CH:43]=[CH:44][N:45]=3)=[O:39])[N:29]2[C:28]1=[O:46], predict the reaction product. The product is: [CH2:18]([C@@H:14]([CH2:13][CH2:12][C@H:8]([CH2:1][C:2]1[CH:3]=[CH:4][CH:5]=[CH:6][CH:7]=1)[C:9]([NH:26][C@H:27]1[CH2:33][CH2:32][S:31][C@H:30]2[CH2:34][CH2:35][CH2:36][C@@H:37]([C:38](=[O:39])[NH:40][C:41]3[S:42][CH:43]=[CH:44][N:45]=3)[N:29]2[C:28]1=[O:46])=[O:11])[C:15]([NH:26][C@@H:27]1[CH2:33][CH2:32][S:31][C@H:30]2[CH2:34][CH2:35][CH2:36][C@@H:37]([C:38](=[O:39])[NH:40][C:41]3[S:42][CH:43]=[CH:44][N:45]=3)[N:29]2[C:28]1=[O:46])=[O:17])[C:19]1[CH:24]=[CH:23][CH:22]=[CH:21][CH:20]=1. (5) Given the reactants Cl[C:2]1[C:11]2[CH:12]=[CH:13][N:14]=[C:15]([O:16][CH2:17][CH3:18])[C:10]=2[C:9]2[C:4](=[CH:5][CH:6]=[N:7][CH:8]=2)[N:3]=1.Cl[C:20]1[C:29]2[CH:30]=[CH:31][N:32]=[C:33]([Cl:34])[C:28]=2[C:27]2[C:22](=[CH:23][CH:24]=[N:25][CH:26]=2)[N:21]=1.[Cl:35][C:36]1[CH:42]=[C:41]([I:43])[CH:40]=[C:39]([Cl:44])[C:37]=1[NH2:38].CC(C)([O-])C.[Na+], predict the reaction product. The product is: [Cl:34][C:33]1[C:28]2[C:27]3[C:22](=[CH:23][CH:24]=[N:25][CH:26]=3)[N:21]=[C:20]([NH:38][C:37]3[C:36]([Cl:35])=[CH:42][C:41]([I:43])=[CH:40][C:39]=3[Cl:44])[C:29]=2[CH:30]=[CH:31][N:32]=1.[Cl:35][C:36]1[CH:42]=[C:41]([I:43])[CH:40]=[C:39]([Cl:44])[C:37]=1[NH:38][C:2]1[C:11]2[CH:12]=[CH:13][N:14]=[C:15]([O:16][CH2:17][CH3:18])[C:10]=2[C:9]2[C:4](=[CH:5][CH:6]=[N:7][CH:8]=2)[N:3]=1. (6) Given the reactants [Cl:1][C:2]1[CH:15]=[CH:14][C:13]2[S:12][C:11]3[C:6](=[CH:7][CH:8]=[CH:9][CH:10]=3)[CH:5]([NH2:16])[C:4]=2[CH:3]=1.[C:17]1([CH2:23][CH2:24][C:25]([NH:27][CH2:28][C:29](O)=[O:30])=[O:26])[CH:22]=[CH:21][CH:20]=[CH:19][CH:18]=1, predict the reaction product. The product is: [Cl:1][C:2]1[CH:15]=[CH:14][C:13]2[S:12][C:11]3[C:6](=[CH:7][CH:8]=[CH:9][CH:10]=3)[CH:5]([NH:16][C:29]([CH2:28][NH:27][C:25](=[O:26])[CH2:24][CH2:23][C:17]3[CH:22]=[CH:21][CH:20]=[CH:19][CH:18]=3)=[O:30])[C:4]=2[CH:3]=1. (7) Given the reactants [Cl:1][C:2]1[N:3]=[C:4]([CH3:31])[N:5]([CH2:8][C:9]2[S:24][C:12]3[N:13]([CH2:20][CH:21]([CH3:23])[CH3:22])[C:14](=[O:19])[N:15]([CH3:18])[C:16](=[O:17])[C:11]=3[C:10]=2[C:25]([N:27]([O:29][CH3:30])C)=[O:26])[C:6]=1[Cl:7].Cl.O(N)C, predict the reaction product. The product is: [Cl:1][C:2]1[N:3]=[C:4]([CH3:31])[N:5]([CH2:8][C:9]2[S:24][C:12]3[N:13]([CH2:20][CH:21]([CH3:23])[CH3:22])[C:14](=[O:19])[N:15]([CH3:18])[C:16](=[O:17])[C:11]=3[C:10]=2[C:25]([NH:27][O:29][CH3:30])=[O:26])[C:6]=1[Cl:7]. (8) Given the reactants [H-].[Na+].[Br:3][C:4]1[CH:5]=[CH:6][C:7]([Cl:19])=[C:8]([C:10]([C:12]2[CH:17]=[CH:16][C:15]([OH:18])=[CH:14][CH:13]=2)=[O:11])[CH:9]=1.[C:20]([CH2:24]OS(C(F)(F)F)(=O)=O)([F:23])([F:22])[F:21].[NH4+].[Cl-], predict the reaction product. The product is: [Br:3][C:4]1[CH:5]=[CH:6][C:7]([Cl:19])=[C:8]([C:10]([C:12]2[CH:17]=[CH:16][C:15]([O:18][CH2:24][C:20]([F:23])([F:22])[F:21])=[CH:14][CH:13]=2)=[O:11])[CH:9]=1.